From a dataset of Forward reaction prediction with 1.9M reactions from USPTO patents (1976-2016). Predict the product of the given reaction. (1) Given the reactants [C:1]([O:5][C:6]([NH:8][CH2:9][CH2:10][CH2:11][OH:12])=[O:7])([CH3:4])([CH3:3])[CH3:2].N(C(OCC)=O)=NC(OCC)=O.O[C:26]1[CH:42]=[CH:41][C:29]2[CH2:30][CH:31]([CH2:36][C:37]([O:39][CH3:40])=[O:38])[C:32](=[O:35])[NH:33][CH2:34][C:28]=2[CH:27]=1.C1(P(C2C=CC=CC=2)C2C=CC=CC=2)C=CC=CC=1, predict the reaction product. The product is: [C:1]([O:5][C:6]([NH:8][CH2:9][CH2:10][CH2:11][O:12][C:26]1[CH:42]=[CH:41][C:29]2[CH2:30][CH:31]([CH2:36][C:37]([O:39][CH3:40])=[O:38])[C:32](=[O:35])[NH:33][CH2:34][C:28]=2[CH:27]=1)=[O:7])([CH3:4])([CH3:3])[CH3:2]. (2) The product is: [CH3:28][O:27][C:24](=[O:26])[CH:25]=[CH:21][C:18]1[CH:19]=[CH:20][C:15]([CH2:14][NH:13][C:12]([O:11][C:7]([CH3:10])([CH3:9])[CH3:8])=[O:23])=[CH:16][CH:17]=1. Given the reactants CC(C)([O-])C.[K+].[C:7]([O:11][C:12](=[O:23])[NH:13][CH2:14][C:15]1[CH:20]=[CH:19][C:18]([CH:21]=O)=[CH:17][CH:16]=1)([CH3:10])([CH3:9])[CH3:8].[C:24]([O:27][CH2:28]C)(=[O:26])[CH3:25], predict the reaction product.